Dataset: Full USPTO retrosynthesis dataset with 1.9M reactions from patents (1976-2016). Task: Predict the reactants needed to synthesize the given product. (1) Given the product [Cl:8][C:7]1[C:2]([NH:11][NH2:12])=[N:3][CH:4]=[CH:5][C:6]=1[I:9], predict the reactants needed to synthesize it. The reactants are: Cl[C:2]1[C:7]([Cl:8])=[C:6]([I:9])[CH:5]=[CH:4][N:3]=1.O.[NH2:11][NH2:12].[NH4+].[OH-]. (2) Given the product [OH:6][C:7]1[CH:8]=[C:9]([CH2:13][PH:14](=[O:18])[O:15][CH2:16][CH3:17])[CH:10]=[CH:11][CH:12]=1, predict the reactants needed to synthesize it. The reactants are: B(Br)(Br)Br.C[O:6][C:7]1[CH:8]=[C:9]([CH2:13][PH:14](=[O:18])[O:15][CH2:16][CH3:17])[CH:10]=[CH:11][CH:12]=1.